Dataset: Full USPTO retrosynthesis dataset with 1.9M reactions from patents (1976-2016). Task: Predict the reactants needed to synthesize the given product. (1) Given the product [OH:1][CH2:2][CH2:3][CH2:4][N:5]([C:6]1[CH:11]=[CH:10][CH:9]=[CH:8][N+:7]=1[O-:12])[C:13]([O:15][C:16]([CH3:19])([CH3:18])[CH3:17])=[O:14], predict the reactants needed to synthesize it. The reactants are: [OH:1][CH2:2][CH2:3][CH2:4][NH:5][C:6]1[CH:11]=[CH:10][CH:9]=[CH:8][N+:7]=1[O-:12].[C:13](O[C:13]([O:15][C:16]([CH3:19])([CH3:18])[CH3:17])=[O:14])([O:15][C:16]([CH3:19])([CH3:18])[CH3:17])=[O:14]. (2) Given the product [F:20][C:21]([F:34])([F:33])[S:22]([O:10][C:5]1[C:6]([C:7]#[N:8])=[CH:9][C:2]([Br:1])=[C:3]([CH:11]2[CH2:13][CH2:12]2)[N:14]=1)(=[O:24])=[O:23], predict the reactants needed to synthesize it. The reactants are: [Br:1][C:2]1[C:3]([CH:11]2[CH2:13][CH2:12]2)=C[C:5]([OH:10])=[C:6]([CH:9]=1)[C:7]#[N:8].[N:14]1C=CC=CC=1.[F:20][C:21]([F:34])([F:33])[S:22](O[S:22]([C:21]([F:34])([F:33])[F:20])(=[O:24])=[O:23])(=[O:24])=[O:23].CCOC(C)=O. (3) The reactants are: [NH:1](C(OC(C)(C)C)=O)[C@H:2]([C:4]([O:6][CH2:7][C:8]1[CH:13]=[CH:12][CH:11]=[CH:10][CH:9]=1)=[O:5])[CH3:3].N#N.[ClH:23]. Given the product [NH2:1][C@H:2]([C:4]([O:6][CH2:7][C:8]1[CH:13]=[CH:12][CH:11]=[CH:10][CH:9]=1)=[O:5])[CH3:3].[ClH:23], predict the reactants needed to synthesize it. (4) Given the product [CH:3]1([NH:6][CH:7]([CH2:42][CH3:43])[CH2:8][CH2:9][O:10][C:11]2[CH:16]=[CH:15][C:14]([C:17]3[CH:22]=[CH:21][C:20]([C:23]([OH:25])=[O:24])=[CH:19][CH:18]=3)=[CH:13][C:12]=2[C:28]2[CH:37]=[CH:36][C:35]3[C:34]([CH3:38])([CH3:39])[CH2:33][CH2:32][C:31]([CH3:41])([CH3:40])[C:30]=3[CH:29]=2)[CH2:5][CH2:4]1, predict the reactants needed to synthesize it. The reactants are: [OH-].[Na+].[CH:3]1([NH:6][CH:7]([CH2:42][CH3:43])[CH2:8][CH2:9][O:10][C:11]2[CH:16]=[CH:15][C:14]([C:17]3[CH:22]=[CH:21][C:20]([C:23]([O:25]CC)=[O:24])=[CH:19][CH:18]=3)=[CH:13][C:12]=2[C:28]2[CH:37]=[CH:36][C:35]3[C:34]([CH3:39])([CH3:38])[CH2:33][CH2:32][C:31]([CH3:41])([CH3:40])[C:30]=3[CH:29]=2)[CH2:5][CH2:4]1. (5) Given the product [F:1][CH2:2][C:3]1([C:6]2[CH:7]=[C:8]([NH:18][C:19]([NH:31][C:32]3[C:41]4[C:36](=[CH:37][CH:38]=[CH:39][CH:40]=4)[C:35]([O:42][CH:43]4[CH2:48][CH2:47][N:46]([C:49]([C:51]5([CH3:54])[CH2:53][CH2:52]5)=[O:50])[CH2:45][CH2:44]4)=[N:34][CH:33]=3)=[O:20])[N:9]([C:11]3[CH:12]=[CH:13][C:14]([CH3:17])=[CH:15][CH:16]=3)[N:10]=2)[CH2:4][CH2:5]1, predict the reactants needed to synthesize it. The reactants are: [F:1][CH2:2][C:3]1([C:6]2[CH:7]=[C:8]([NH2:18])[N:9]([C:11]3[CH:16]=[CH:15][C:14]([CH3:17])=[CH:13][CH:12]=3)[N:10]=2)[CH2:5][CH2:4]1.[C:19](N1C=CN=C1)(N1C=CN=C1)=[O:20].[NH2:31][C:32]1[C:41]2[C:36](=[CH:37][CH:38]=[CH:39][CH:40]=2)[C:35]([O:42][CH:43]2[CH2:48][CH2:47][N:46]([C:49]([C:51]3([CH3:54])[CH2:53][CH2:52]3)=[O:50])[CH2:45][CH2:44]2)=[N:34][CH:33]=1. (6) Given the product [F:27][C:22]1[CH:23]=[CH:24][CH:25]=[CH:26][C:21]=1[C:20]1[C:8]2[C:9](=[C:10]([C:12]3[CH:13]=[CH:14][CH:15]=[CH:16][CH:17]=3)[N:11]=[C:6]([C:4]([NH:29][CH2:30][C:31]([OH:33])=[O:32])=[O:5])[C:7]=2[OH:28])[S:18][N:19]=1, predict the reactants needed to synthesize it. The reactants are: C(O[C:4]([C:6]1[C:7]([OH:28])=[C:8]2[C:20]([C:21]3[CH:26]=[CH:25][CH:24]=[CH:23][C:22]=3[F:27])=[N:19][S:18][C:9]2=[C:10]([C:12]2[CH:17]=[CH:16][CH:15]=[CH:14][CH:13]=2)[N:11]=1)=[O:5])C.[NH2:29][CH2:30][C:31]([OH:33])=[O:32]. (7) Given the product [C:1]1([CH2:7][C:30]([O:32][CH2:27][CH3:22])=[O:29])[CH:6]=[CH:5][CH:4]=[CH:3][CH:2]=1, predict the reactants needed to synthesize it. The reactants are: [C:1]1([CH3:7])[CH:6]=[CH:5][CH:4]=[CH:3][CH:2]=1.C1C=CC(S(N(S([C:22]2[CH:27]=CC=CC=2)(=O)=O)F)(=O)=O)=CC=1.[C]=[O:29].[CH2:30]([OH:32])C. (8) Given the product [CH3:26][C:6]1[CH:7]=[CH:2][C:3]([N+:9]([O-:11])=[O:10])=[CH:4][C:5]=1[NH:8][C:23]([C:20]1[CH:21]=[C:22]2[C:17](=[CH:18][CH:19]=1)[N:16]=[CH:15][NH:14][C:13]2=[O:12])=[O:24], predict the reactants needed to synthesize it. The reactants are: C[C:2]1[CH:7]=[CH:6][C:5]([NH2:8])=[CH:4][C:3]=1[N+:9]([O-:11])=[O:10].[O:12]=[C:13]1[C:22]2[C:17](=[CH:18][CH:19]=[C:20]([C:23](Cl)=[O:24])[CH:21]=2)[N:16]=[CH:15][NH:14]1.[CH3:26]N(C=O)C. (9) Given the product [Br:25][C:26]1[CH:27]=[N:28][C:29]([NH:1][CH2:2][C@H:3]2[C@@H:8]([CH3:9])[CH2:7][CH2:6][CH2:5][N:4]2[C:10]([C:12]2[N:13]=[C:14]([CH3:24])[S:15][C:16]=2[C:17]2[CH:18]=[CH:19][C:20]([F:23])=[CH:21][CH:22]=2)=[O:11])=[N:30][CH:31]=1, predict the reactants needed to synthesize it. The reactants are: [NH2:1][CH2:2][C@H:3]1[C@@H:8]([CH3:9])[CH2:7][CH2:6][CH2:5][N:4]1[C:10]([C:12]1[N:13]=[C:14]([CH3:24])[S:15][C:16]=1[C:17]1[CH:22]=[CH:21][C:20]([F:23])=[CH:19][CH:18]=1)=[O:11].[Br:25][C:26]1[CH:27]=[N:28][C:29](Cl)=[N:30][CH:31]=1.CCN(C(C)C)C(C)C.